Dataset: Peptide-MHC class I binding affinity with 185,985 pairs from IEDB/IMGT. Task: Regression. Given a peptide amino acid sequence and an MHC pseudo amino acid sequence, predict their binding affinity value. This is MHC class I binding data. (1) The peptide sequence is VPAERRGVF. The MHC is HLA-A02:03 with pseudo-sequence HLA-A02:03. The binding affinity (normalized) is 0.0847. (2) The peptide sequence is SFEPIPIHY. The MHC is HLA-A30:02 with pseudo-sequence HLA-A30:02. The binding affinity (normalized) is 0.540.